From a dataset of Forward reaction prediction with 1.9M reactions from USPTO patents (1976-2016). Predict the product of the given reaction. (1) Given the reactants C[O:2][C:3](=[O:28])[CH2:4][N:5]1[CH2:11][C:10]([CH2:12][OH:13])=[CH:9][CH2:8][CH:7]([NH:14][C:15]([C:17]2[C:26]3[C:21](=[CH:22][CH:23]=[CH:24][CH:25]=3)[CH:20]=[CH:19][N:18]=2)=[O:16])[C:6]1=[O:27].[Li+].[OH-], predict the reaction product. The product is: [OH:13][CH2:12][C:10]1[CH2:11][N:5]([CH2:4][C:3]([OH:28])=[O:2])[C:6](=[O:27])[CH:7]([NH:14][C:15]([C:17]2[C:26]3[C:21](=[CH:22][CH:23]=[CH:24][CH:25]=3)[CH:20]=[CH:19][N:18]=2)=[O:16])[CH2:8][CH:9]=1. (2) Given the reactants [CH3:1][O:2][C:3]1[CH:8]=[CH:7][C:6]([NH:9][C:10]([C@@H:12]2[CH2:16][CH2:15][CH2:14][N:13]2C(=O)C(F)(F)F)=[O:11])=[CH:5][C:4]=1[NH:23][C:24]([NH:26][C:27]1[CH:32]=[N:31][CH:30]=[CH:29][N:28]=1)=[O:25].[OH-].[K+], predict the reaction product. The product is: [CH3:1][O:2][C:3]1[CH:8]=[CH:7][C:6]([NH:9][C:10]([C@@H:12]2[CH2:16][CH2:15][CH2:14][NH:13]2)=[O:11])=[CH:5][C:4]=1[NH:23][C:24]([NH:26][C:27]1[CH:32]=[N:31][CH:30]=[CH:29][N:28]=1)=[O:25]. (3) Given the reactants [F:1][C:2]1[C:7]([O:8][CH3:9])=[CH:6][C:5]([O:10][CH3:11])=[C:4]([F:12])[C:3]=1[N:13]1[CH2:18][C:17]2[CH:19]=[N:20][C:21]3[NH:25][C:24]([C:26]4[CH2:27][CH2:28][O:29][CH2:30][CH:31]=4)=[CH:23][C:22]=3[C:16]=2[N:15]([CH3:32])[C:14]1=[O:33], predict the reaction product. The product is: [F:12][C:4]1[C:5]([O:10][CH3:11])=[CH:6][C:7]([O:8][CH3:9])=[C:2]([F:1])[C:3]=1[N:13]1[CH2:18][C:17]2[CH:19]=[N:20][C:21]3[NH:25][C:24]([CH:26]4[CH2:27][CH2:28][O:29][CH2:30][CH2:31]4)=[CH:23][C:22]=3[C:16]=2[N:15]([CH3:32])[C:14]1=[O:33].